Dataset: Full USPTO retrosynthesis dataset with 1.9M reactions from patents (1976-2016). Task: Predict the reactants needed to synthesize the given product. (1) Given the product [C:22]([O:26][C:27]([N:12]1[CH2:13][CH2:14][N:9]([C:6]2[CH:5]=[CH:4][C:3]([Br:2])=[CH:8][CH:7]=2)[CH2:10][CH2:11]1)=[O:28])([CH3:25])([CH3:24])[CH3:23], predict the reactants needed to synthesize it. The reactants are: Cl.[Br:2][C:3]1[CH:8]=[CH:7][C:6]([N:9]2[CH2:14][CH2:13][NH:12][CH2:11][CH2:10]2)=[CH:5][CH:4]=1.C(N(CC)CC)C.[C:22]([O:26][C:27](O[C:27]([O:26][C:22]([CH3:25])([CH3:24])[CH3:23])=[O:28])=[O:28])([CH3:25])([CH3:24])[CH3:23]. (2) Given the product [Br:24][C:2]1[C:11]2[N:10]=[CH:9][C:8](=[O:12])[NH:7][C:6]=2[N:5]=[C:4]([S:13][CH2:14][C:15]2[CH:20]=[CH:19][CH:18]=[C:17]([F:21])[C:16]=2[F:22])[N:3]=1, predict the reactants needed to synthesize it. The reactants are: N[C:2]1[C:11]2[N:10]=[CH:9][C:8](=[O:12])[NH:7][C:6]=2[N:5]=[C:4]([S:13][CH2:14][C:15]2[CH:20]=[CH:19][CH:18]=[C:17]([F:21])[C:16]=2[F:22])[N:3]=1.C(Br)(Br)[Br:24].C(ON=O)CC(C)C.C(#N)C.